From a dataset of Full USPTO retrosynthesis dataset with 1.9M reactions from patents (1976-2016). Predict the reactants needed to synthesize the given product. (1) Given the product [CH2:18]([O:20][C:21](=[O:25])[CH2:22][CH2:23][NH:24][C:12](=[O:14])[C:11]1[CH:10]=[CH:9][C:8]([N:5]2[CH2:4][CH2:3][C:2](=[O:1])[CH2:7][CH2:6]2)=[CH:16][CH:15]=1)[CH3:19], predict the reactants needed to synthesize it. The reactants are: [O:1]=[C:2]1[CH2:7][CH2:6][N:5]([C:8]2[CH:16]=[CH:15][C:11]([C:12]([OH:14])=O)=[CH:10][CH:9]=2)[CH2:4][CH2:3]1.Cl.[CH2:18]([O:20][C:21](=[O:25])[CH2:22][CH2:23][NH2:24])[CH3:19]. (2) The reactants are: [CH:1]1([CH:7]([C:9]2[CH:13]=[C:12]([C:14]3[CH:19]=[CH:18][C:17]([C:20]([F:23])([F:22])[F:21])=[CH:16][CH:15]=3)[S:11][C:10]=2[CH3:24])O)[CH2:6][CH2:5][CH2:4][CH2:3][CH2:2]1.S(Cl)([Cl:27])=O.C(=O)([O-])O.[Na+]. Given the product [Cl:27][CH:7]([CH:1]1[CH2:6][CH2:5][CH2:4][CH2:3][CH2:2]1)[C:9]1[CH:13]=[C:12]([C:14]2[CH:19]=[CH:18][C:17]([C:20]([F:23])([F:22])[F:21])=[CH:16][CH:15]=2)[S:11][C:10]=1[CH3:24], predict the reactants needed to synthesize it. (3) Given the product [CH:1]1([C:4]2[CH:15]=[CH:14][CH:13]=[C:12]([CH3:16])[C:5]=2[CH2:6][C:7]2[NH:11][CH:10]=[CH:9][N:8]=2)[CH2:2][CH2:3]1, predict the reactants needed to synthesize it. The reactants are: [CH:1]1([C:4]2[CH:15]=[CH:14][CH:13]=[C:12]([CH3:16])[C:5]=2[CH2:6][C:7]2[NH:8][CH2:9][CH2:10][N:11]=2)[CH2:3][CH2:2]1.N12CCCN=C1CCCCC2.ClN1C(=O)N(Cl)C(=O)N(Cl)C1=O. (4) Given the product [CH:20]1([CH2:26][CH2:27][CH2:28][O:29][C:30](=[O:31])[NH:10][C@H:9]2[CH2:8][NH:7][C:6]2=[O:5])[CH2:25][CH2:24][CH2:23][CH2:22][CH2:21]1, predict the reactants needed to synthesize it. The reactants are: C([O-])(=O)C.[O:5]=[C:6]1[C@@H:9]([NH3+:10])[CH2:8][NH:7]1.CCN(C(C)C)C(C)C.[CH:20]1([CH2:26][CH2:27][CH2:28][O:29][C:30](N2C=CC=CC2=O)=[O:31])[CH2:25][CH2:24][CH2:23][CH2:22][CH2:21]1. (5) Given the product [OH:51][C@@H:48]([C:45]1([C:37]2[O:36][N:35]=[C:34]([C:31]3[CH:30]=[CH:29][C:28]([OH:27])=[CH:33][CH:32]=3)[C:38]=2[C:39]2[CH:44]=[CH:43][CH:42]=[CH:41][CH:40]=2)[CH2:47][CH2:46]1)[CH2:49][CH3:50], predict the reactants needed to synthesize it. The reactants are: B1(C)OC(C2C=CC=CC=2)(C2C=CC=CC=2)[C@H]2N1CCC2.C([Si](C)(C)[O:27][C:28]1[CH:33]=[CH:32][C:31]([C:34]2[C:38]([C:39]3[CH:44]=[CH:43][CH:42]=[CH:41][CH:40]=3)=[C:37]([C:45]3([C:48](=[O:51])[CH2:49][CH3:50])[CH2:47][CH2:46]3)[O:36][N:35]=2)=[CH:30][CH:29]=1)(C)(C)C.[F-].C([N+](CCCC)(CCCC)CCCC)CCC.CO. (6) The reactants are: [C:1]([C:3]1[CH:4]=[N:5][N:6]2[C:11]([CH3:12])=[CH:10][C:9]([C:13]3[CH:18]=[CH:17][C:16]([C:19]([F:22])([F:21])[F:20])=[CH:15][CH:14]=3)=[N:8][C:7]=12)#[CH:2].Br[C:24]1[S:28][C:27]([S:29]([NH2:32])(=[O:31])=[O:30])=[CH:26][CH:25]=1. Given the product [CH3:12][C:11]1[N:6]2[N:5]=[CH:4][C:3]([C:1]#[C:2][C:24]3[S:28][C:27]([S:29]([NH2:32])(=[O:31])=[O:30])=[CH:26][CH:25]=3)=[C:7]2[N:8]=[C:9]([C:13]2[CH:18]=[CH:17][C:16]([C:19]([F:21])([F:22])[F:20])=[CH:15][CH:14]=2)[CH:10]=1, predict the reactants needed to synthesize it. (7) The reactants are: [NH2:1][CH2:2][CH2:3][CH2:4][OH:5].[Cl:6][C:7]1[C:12]([N+:13]([O-:15])=[O:14])=[C:11](Cl)[C:10]([CH3:17])=[C:9]([CH3:18])[N:8]=1. Given the product [Cl:6][C:7]1[C:12]([N+:13]([O-:15])=[O:14])=[C:11]([NH:1][CH2:2][CH2:3][CH2:4][OH:5])[C:10]([CH3:17])=[C:9]([CH3:18])[N:8]=1, predict the reactants needed to synthesize it. (8) The reactants are: [NH:1]1[C:9]2[C:4](=[N:5][C:6]([C@@H:10]([NH:12][S@@](C(C)(C)C)=O)[CH3:11])=[CH:7][CH:8]=2)[CH:3]=[CH:2]1.[ClH:19]. Given the product [ClH:19].[NH:1]1[C:9]2[C:4](=[N:5][C:6]([C@@H:10]([NH2:12])[CH3:11])=[CH:7][CH:8]=2)[CH:3]=[CH:2]1, predict the reactants needed to synthesize it. (9) The reactants are: [CH3:1][O:2][CH:3]1[C:8](=O)[CH2:7][CH2:6][N:5]([C:10]([O:12][C:13]([CH3:16])([CH3:15])[CH3:14])=[O:11])[CH2:4]1.C([BH3-])#[N:18].[Na+].C([O-])(=O)C.[NH4+]. Given the product [NH2:18][CH:8]1[CH2:7][CH2:6][N:5]([C:10]([O:12][C:13]([CH3:16])([CH3:15])[CH3:14])=[O:11])[CH2:4][CH:3]1[O:2][CH3:1], predict the reactants needed to synthesize it. (10) Given the product [ClH:33].[CH2:24]([N:23]1[C:18]2[CH:17]=[CH:16][CH:15]=[C:14]([N:11]3[CH2:10][CH2:9][NH:8][CH2:13][CH2:12]3)[C:19]=2[O:20][CH2:21][S:22]1(=[O:32])=[O:31])[C:25]1[CH:30]=[CH:29][CH:28]=[CH:27][CH:26]=1, predict the reactants needed to synthesize it. The reactants are: C(OC([N:8]1[CH2:13][CH2:12][N:11]([C:14]2[C:19]3[O:20][CH2:21][S:22](=[O:32])(=[O:31])[N:23]([CH2:24][C:25]4[CH:30]=[CH:29][CH:28]=[CH:27][CH:26]=4)[C:18]=3[CH:17]=[CH:16][CH:15]=2)[CH2:10][CH2:9]1)=O)(C)(C)C.[ClH:33].CCOCC.